Dataset: Peptide-MHC class I binding affinity with 185,985 pairs from IEDB/IMGT. Task: Regression. Given a peptide amino acid sequence and an MHC pseudo amino acid sequence, predict their binding affinity value. This is MHC class I binding data. (1) The peptide sequence is NPNSPSITY. The MHC is HLA-A03:01 with pseudo-sequence HLA-A03:01. The binding affinity (normalized) is 0.0847. (2) The peptide sequence is GVLIAGIILL. The MHC is HLA-A02:02 with pseudo-sequence HLA-A02:02. The binding affinity (normalized) is 0.585. (3) The peptide sequence is WTVNDIQKL. The MHC is HLA-A02:06 with pseudo-sequence HLA-A02:06. The binding affinity (normalized) is 0.241. (4) The peptide sequence is RERIRYFHY. The MHC is HLA-B08:01 with pseudo-sequence HLA-B08:01. The binding affinity (normalized) is 0.0847. (5) The peptide sequence is EIINNGISY. The MHC is HLA-A01:01 with pseudo-sequence HLA-A01:01. The binding affinity (normalized) is 0.0847.